Dataset: Full USPTO retrosynthesis dataset with 1.9M reactions from patents (1976-2016). Task: Predict the reactants needed to synthesize the given product. (1) Given the product [CH:5]1([O:10][CH2:11][C:12]2[S:18][C:17]([NH:16][C:19]([C:21]3[CH:37]=[CH:36][C:24]([O:25][C@@H:26]4[CH2:27][CH2:28][C@H:29]([C:32]([O:34][CH3:35])=[O:33])[CH2:30][CH2:31]4)=[CH:23][CH:22]=3)=[O:20])=[N:15][N:14]=2)[CH2:9][CH2:8][CH2:7][CH2:6]1, predict the reactants needed to synthesize it. The reactants are: [S-]C#N.[K+].[CH:5]1([O:10][CH2:11][C:12]([NH:14][NH2:15])=O)[CH2:9][CH2:8][CH2:7][CH2:6]1.[N:16]([C:19]([C:21]1[CH:37]=[CH:36][C:24]([O:25][C@@H:26]2[CH2:31][CH2:30][C@H:29]([C:32]([O:34][CH3:35])=[O:33])[CH2:28][CH2:27]2)=[CH:23][CH:22]=1)=[O:20])=[C:17]=[S:18]. (2) Given the product [OH:11][C:3]1[CH:4]=[CH:5][CH:6]=[C:7]([N+:8]([O-:10])=[O:9])[C:2]=1/[CH:14]=[CH:13]/[C:12]([O:16][CH2:17][CH3:18])=[O:15], predict the reactants needed to synthesize it. The reactants are: Br[C:2]1[C:7]([N+:8]([O-:10])=[O:9])=[CH:6][CH:5]=[CH:4][C:3]=1[OH:11].[C:12]([O:16][CH2:17][CH3:18])(=[O:15])[CH:13]=[CH2:14].C(N(CC)CC)C.Cl. (3) Given the product [N:1]1[C:10]2[NH:9][CH2:8][CH2:7][CH2:6][C:5]=2[CH:4]=[CH:3][C:2]=1[CH2:11][CH2:12][CH2:13][NH:14][C:15]([O:17][C:18]([CH3:21])([CH3:20])[CH3:19])=[O:16], predict the reactants needed to synthesize it. The reactants are: [N:1]1[C:10]2[C:5](=[CH:6][CH:7]=[CH:8][N:9]=2)[CH:4]=[CH:3][C:2]=1[CH2:11][CH2:12][CH2:13][NH:14][C:15]([O:17][C:18]([CH3:21])([CH3:20])[CH3:19])=[O:16].[H][H]. (4) Given the product [Cl:42][C:43]1[CH:48]=[CH:47][C:46]([C:28]2[CH:29]=[CH:30][C:25]([CH2:24][CH2:23][CH:22]([O:32][CH2:33][C:34]3[CH:39]=[CH:38][C:37]([O:40][CH3:41])=[CH:36][CH:35]=3)[CH:14]([CH2:13][CH2:12][N:3]3[C:2](=[O:1])[C:10]4[C:5](=[CH:6][CH:7]=[CH:8][CH:9]=4)[C:4]3=[O:11])[C:15]([O:17][C:18]([CH3:21])([CH3:20])[CH3:19])=[O:16])=[CH:26][CH:27]=2)=[CH:45][CH:44]=1, predict the reactants needed to synthesize it. The reactants are: [O:1]=[C:2]1[C:10]2[C:5](=[CH:6][CH:7]=[CH:8][CH:9]=2)[C:4](=[O:11])[N:3]1[CH2:12][CH2:13][CH:14]([CH:22]([O:32][CH2:33][C:34]1[CH:39]=[CH:38][C:37]([O:40][CH3:41])=[CH:36][CH:35]=1)[CH2:23][CH2:24][C:25]1[CH:30]=[CH:29][C:28](Br)=[CH:27][CH:26]=1)[C:15]([O:17][C:18]([CH3:21])([CH3:20])[CH3:19])=[O:16].[Cl:42][C:43]1[CH:48]=[CH:47][C:46](B(O)O)=[CH:45][CH:44]=1.C(=O)([O-])[O-].[K+].[K+]. (5) Given the product [C:3]([O:7][C:8]([C@@H:10]([CH2:15][C:18]1[CH:23]=[CH:22][C:21]([C:24]([F:27])([F:26])[F:25])=[CH:20][CH:19]=1)[C:11]([O:13][CH3:14])=[O:12])=[O:9])([CH3:6])([CH3:5])[CH3:4], predict the reactants needed to synthesize it. The reactants are: II.[C:3]([O:7][C:8]([C@H:10]([CH2:15]I)[C:11]([O:13][CH3:14])=[O:12])=[O:9])([CH3:6])([CH3:5])[CH3:4].I[C:18]1[CH:23]=[CH:22][C:21]([C:24]([F:27])([F:26])[F:25])=[CH:20][CH:19]=1.C1(P(C2C=CC=CC=2C2C(OC)=CC=CC=2OC)C2CCCCC2)CCCCC1. (6) Given the product [CH3:9][C:10]1([CH3:20])[CH:11]([C:13]2[CH:18]=[CH:17][C:16]([CH3:19])=[CH:15][CH:14]=2)[C:27]2[C:26]([CH3:28])=[CH:25][C:24]([CH3:29])=[C:23]([CH3:30])[C:22]=2[O:21]1, predict the reactants needed to synthesize it. The reactants are: FC(F)(F)S(O)(=O)=O.[CH3:9][C:10]([O:21][C:22]1[CH:27]=[C:26]([CH3:28])[CH:25]=[C:24]([CH3:29])[C:23]=1[CH3:30])([CH3:20])[CH:11]([C:13]1[CH:18]=[CH:17][C:16]([CH3:19])=[CH:15][CH:14]=1)O.[OH-].[Na+].